Dataset: Catalyst prediction with 721,799 reactions and 888 catalyst types from USPTO. Task: Predict which catalyst facilitates the given reaction. (1) Reactant: [S:1]1[CH:5]=[CH:4][CH:3]=[C:2]1[C:6]([O:8][CH2:9][CH3:10])=[O:7].C1N2CN3CN(C2)CN1C3.[C:21]([O-])([O-])=[O:22].[Na+].[Na+]. Product: [CH:21]([C:5]1[S:1][C:2]([C:6]([O:8][CH2:9][CH3:10])=[O:7])=[CH:3][CH:4]=1)=[O:22]. The catalyst class is: 67. (2) Reactant: C1C=C(Cl)C=C(C(OO)=O)C=1.[Br:12][C:13]1[CH:14]=[CH:15][C:16]2[C:17]3[N:25]([CH2:26][CH:27]4[CH2:32][CH2:31][O:30][CH2:29][CH2:28]4)[C:24]([CH2:33][NH:34][C:35]([CH:37]4[CH2:39][CH2:38]4)=[O:36])=[N:23][C:18]=3[CH:19]=[N:20][C:21]=2[CH:22]=1.C1(C)C=CC(S(Cl)(=O)=O)=CC=1.[OH-].[NH4+:52]. Product: [NH2:52][C:19]1[C:18]2[N:23]=[C:24]([CH2:33][NH:34][C:35]([CH:37]3[CH2:38][CH2:39]3)=[O:36])[N:25]([CH2:26][CH:27]3[CH2:28][CH2:29][O:30][CH2:31][CH2:32]3)[C:17]=2[C:16]2[CH:15]=[CH:14][C:13]([Br:12])=[CH:22][C:21]=2[N:20]=1. The catalyst class is: 22.